Task: Predict the reactants needed to synthesize the given product.. Dataset: Full USPTO retrosynthesis dataset with 1.9M reactions from patents (1976-2016) (1) Given the product [C:1]([O:5][C:6]([C@@:8]12[CH2:22][CH:23]([OH:24])[CH2:25][C@@H:12]1[C:11](=[O:13])[N:10]([C@@H:14]([C:16]1[CH:21]=[CH:20][CH:19]=[CH:18][CH:17]=1)[CH3:15])[CH2:9]2)=[O:7])([CH3:2])([CH3:4])[CH3:3], predict the reactants needed to synthesize it. The reactants are: [C:1]([O:5][C:6]([C:8]1([CH2:22][CH:23]2[CH2:25][O:24]2)[CH2:12][C:11](=[O:13])[N:10]([C@@H:14]([C:16]2[CH:21]=[CH:20][CH:19]=[CH:18][CH:17]=2)[CH3:15])[CH2:9]1)=[O:7])([CH3:4])([CH3:3])[CH3:2].C[Si](C)(C)[N-][Si](C)(C)C.[Li+]. (2) Given the product [CH3:1][C:2]1([C:8]([OH:10])=[O:9])[CH2:7][CH2:6][O:5][CH2:4][CH2:3]1, predict the reactants needed to synthesize it. The reactants are: [CH3:1][C:2]1([C:8]([O:10]C)=[O:9])[CH2:7][CH2:6][O:5][CH2:4][CH2:3]1.O.[OH-].[Li+]. (3) Given the product [CH3:2][NH:3][C:36]([C:35]1[CH:39]=[CH:40][CH:41]=[CH:42][C:34]=1[O:33][CH:30]1[CH2:31][CH2:32][N:27]([C:25](=[O:26])[CH2:24][NH:23][C:21]([C:18]2[CH:17]=[C:16]([C:10]3[CH:15]=[CH:14][CH:13]=[CH:12][CH:11]=3)[NH:20][N:19]=2)=[O:22])[CH2:28][CH2:29]1)=[O:38], predict the reactants needed to synthesize it. The reactants are: C[CH2:2][N:3](C(C)C)C(C)C.[C:10]1([C:16]2[NH:20][N:19]=[C:18]([C:21]([NH:23][CH2:24][C:25]([N:27]3[CH2:32][CH2:31][CH:30]([O:33][C:34]4[CH:42]=[CH:41][CH:40]=[CH:39][C:35]=4[C:36]([OH:38])=O)[CH2:29][CH2:28]3)=[O:26])=[O:22])[CH:17]=2)[CH:15]=[CH:14][CH:13]=[CH:12][CH:11]=1.C1C=CC2N(O)N=NC=2C=1.CCN=C=NCCCN(C)C.Cl.Cl.CN. (4) Given the product [CH3:32][NH:31][C:29]([NH:28][C:25]1[CH:26]=[CH:27][C:22]([C:10]2[N:11]=[C:12]([N:14]3[CH2:20][CH:19]4[O:21][CH:16]([CH2:17][CH2:18]4)[CH2:15]3)[N:13]=[C:8]([C:5]3[CH:4]=[CH:3][C:2]([NH:1][C:40](=[O:41])[NH:39][C:36]4[CH:37]=[CH:38][N:33]=[CH:34][CH:35]=4)=[CH:7][CH:6]=3)[N:9]=2)=[CH:23][CH:24]=1)=[O:30], predict the reactants needed to synthesize it. The reactants are: [NH2:1][C:2]1[CH:7]=[CH:6][C:5]([C:8]2[N:13]=[C:12]([N:14]3[CH2:20][CH:19]4[O:21][CH:16]([CH2:17][CH2:18]4)[CH2:15]3)[N:11]=[C:10]([C:22]3[CH:27]=[CH:26][C:25]([NH:28][C:29]([NH:31][CH3:32])=[O:30])=[CH:24][CH:23]=3)[N:9]=2)=[CH:4][CH:3]=1.[N:33]1[CH:38]=[CH:37][C:36]([NH:39][C:40](=O)[O:41]C2C=CC=CC=2)=[CH:35][CH:34]=1.